From a dataset of NCI-60 drug combinations with 297,098 pairs across 59 cell lines. Regression. Given two drug SMILES strings and cell line genomic features, predict the synergy score measuring deviation from expected non-interaction effect. (1) Synergy scores: CSS=66.4, Synergy_ZIP=-0.324, Synergy_Bliss=-5.51, Synergy_Loewe=-15.5, Synergy_HSA=-5.39. Cell line: OVCAR3. Drug 2: CC1CCCC2(C(O2)CC(NC(=O)CC(C(C(=O)C(C1O)C)(C)C)O)C(=CC3=CSC(=N3)C)C)C. Drug 1: C1=NC(=NC(=O)N1C2C(C(C(O2)CO)O)O)N. (2) Drug 1: CC(CN1CC(=O)NC(=O)C1)N2CC(=O)NC(=O)C2. Drug 2: C1=CC(=CC=C1CCCC(=O)O)N(CCCl)CCCl. Cell line: CCRF-CEM. Synergy scores: CSS=65.0, Synergy_ZIP=-7.82, Synergy_Bliss=-9.04, Synergy_Loewe=-9.40, Synergy_HSA=-6.29. (3) Drug 1: CC1=C(C=C(C=C1)NC2=NC=CC(=N2)N(C)C3=CC4=NN(C(=C4C=C3)C)C)S(=O)(=O)N.Cl. Drug 2: CNC(=O)C1=NC=CC(=C1)OC2=CC=C(C=C2)NC(=O)NC3=CC(=C(C=C3)Cl)C(F)(F)F. Cell line: T-47D. Synergy scores: CSS=27.3, Synergy_ZIP=2.00, Synergy_Bliss=4.33, Synergy_Loewe=-12.6, Synergy_HSA=4.74.